From a dataset of Catalyst prediction with 721,799 reactions and 888 catalyst types from USPTO. Predict which catalyst facilitates the given reaction. (1) Reactant: C(OC([NH:8][CH2:9][C:10]1[CH:15]=[CH:14][C:13]([C:16]([O:18][C@H:19]2[C@H:39]([O:40][CH3:41])[C@@H:38]([C:42]([O:44][CH3:45])=[O:43])[C@@H:37]3[C@@H:21]([CH2:22][N:23]4[C@H:35]([CH2:36]3)[C:34]3[NH:33][C:32]5[C:27](=[CH:28][CH:29]=[C:30]([O:46][CH3:47])[CH:31]=5)[C:26]=3[CH2:25][CH2:24]4)[CH2:20]2)=[O:17])=[CH:12][CH:11]=1)=O)(C)(C)C.Cl.C(OCC)(=O)C. Product: [NH2:8][CH2:9][C:10]1[CH:15]=[CH:14][C:13]([C:16]([O:18][C@H:19]2[C@H:39]([O:40][CH3:41])[C@@H:38]([C:42]([O:44][CH3:45])=[O:43])[C@@H:37]3[C@@H:21]([CH2:22][N:23]4[C@H:35]([CH2:36]3)[C:34]3[NH:33][C:32]5[C:27](=[CH:28][CH:29]=[C:30]([O:46][CH3:47])[CH:31]=5)[C:26]=3[CH2:25][CH2:24]4)[CH2:20]2)=[O:17])=[CH:12][CH:11]=1. The catalyst class is: 2. (2) Reactant: Cl[C:2]1[CH:7]=[N:6][CH:5]=[C:4]([C:8]#[N:9])[N:3]=1.Cl.[C:11]([O:15][C:16](=[O:20])[CH2:17][NH:18][CH3:19])([CH3:14])([CH3:13])[CH3:12].C(N(CC)CC)C.CN(C=O)C. Product: [CH3:19][N:18]([CH2:17][C:16]([O:15][C:11]([CH3:14])([CH3:13])[CH3:12])=[O:20])[C:2]1[CH:7]=[N:6][CH:5]=[C:4]([C:8]#[N:9])[N:3]=1. The catalyst class is: 69. (3) Reactant: Cl[C:2]1[N:3]=[N:4][C:5]([S:8]([CH3:11])(=[O:10])=[O:9])=[CH:6][CH:7]=1.[CH3:12][O:13][CH2:14][C@H:15]([CH3:35])[O:16][C:17]1[CH:18]=[C:19]([OH:34])[CH:20]=[C:21]([C:23]2[NH:24][C:25]([C:28]3[O:29][C@@H:30]([CH3:33])[CH2:31][N:32]=3)=[CH:26][CH:27]=2)[CH:22]=1.C(=O)([O-])[O-].[Cs+].[Cs+].O. Product: [CH3:12][O:13][CH2:14][C@H:15]([CH3:35])[O:16][C:17]1[CH:18]=[C:19]([CH:20]=[C:21]([C:23]2[NH:24][C:25]([C:28]3[O:29][C@@H:30]([CH3:33])[CH2:31][N:32]=3)=[CH:26][CH:27]=2)[CH:22]=1)[O:34][C:2]1[N:3]=[N:4][C:5]([S:8]([CH3:11])(=[O:10])=[O:9])=[CH:6][CH:7]=1. The catalyst class is: 10.